Predict the product of the given reaction. From a dataset of Forward reaction prediction with 1.9M reactions from USPTO patents (1976-2016). (1) Given the reactants C(O)(C(F)(F)F)=O.C(OC([N:15]1[CH2:20][CH2:19][N:18]([S:21]([C:24]2[C:29]([Cl:30])=[CH:28][CH:27]=[C:26]([NH:31][C:32]3[C:35](=[O:36])[C:34](=[O:37])[C:33]=3[NH:38][C@@H:39]([C@H:42]3[CH2:46][CH2:45][C@@H:44]([CH3:47])[O:43]3)[CH2:40][CH3:41])[C:25]=2[OH:48])(=[O:23])=[O:22])[CH2:17][CH2:16]1)=O)(C)(C)C, predict the reaction product. The product is: [Cl:30][C:29]1[CH:28]=[CH:27][C:26]([NH:31][C:32]2[C:35](=[O:36])[C:34](=[O:37])[C:33]=2[NH:38][C@@H:39]([C@H:42]2[CH2:46][CH2:45][C@@H:44]([CH3:47])[O:43]2)[CH2:40][CH3:41])=[C:25]([OH:48])[C:24]=1[S:21]([N:18]1[CH2:19][CH2:20][NH:15][CH2:16][CH2:17]1)(=[O:22])=[O:23]. (2) Given the reactants [NH2:1][C:2]1[CH:3]=[N:4][CH:5]=[CH:6][CH:7]=1.[N+:8]([C:11]1[CH:12]=[C:13]([S:17](Cl)(=[O:19])=[O:18])[CH:14]=[CH:15][CH:16]=1)([O-:10])=[O:9], predict the reaction product. The product is: [N:4]1[CH:5]=[CH:6][CH:7]=[C:2]([NH:1][S:17]([C:13]2[CH:12]=[C:11]([N+:8]([O-:10])=[O:9])[CH:16]=[CH:15][CH:14]=2)(=[O:18])=[O:19])[CH:3]=1. (3) Given the reactants [Cl:1][C:2]1[CH:3]=[C:4]([N:8]2[N:12]=[N:11][C:10]([C:13]3[CH:18]=[CH:17][CH:16]=[CH:15][N:14]=3)=[N:9]2)[CH:5]=[CH:6][CH:7]=1.[Cl:19]C1C=C(C=C(Cl)C=1)N.N1C=CC=CC=1C=O, predict the reaction product. The product is: [Cl:1][C:2]1[CH:3]=[C:4]([N:8]2[N:12]=[N:11][C:10]([C:13]3[CH:18]=[CH:17][CH:16]=[CH:15][N:14]=3)=[N:9]2)[CH:5]=[C:6]([Cl:19])[CH:7]=1. (4) Given the reactants [Br:1][C:2]1[CH:7]=[C:6]([CH2:8][O:9][CH3:10])[CH:5]=[CH:4][C:3]=1[CH:11]=[CH2:12].O=P(Cl)(Cl)Cl.[Cl:18][C:19]([Cl:24])(Cl)[C:20](Cl)=[O:21], predict the reaction product. The product is: [Br:1][C:2]1[CH:7]=[C:6]([CH2:8][O:9][CH3:10])[CH:5]=[CH:4][C:3]=1[CH:11]1[CH2:12][C:20](=[O:21])[C:19]1([Cl:24])[Cl:18]. (5) Given the reactants C(N(CC)CC)C.[CH:8]([C:10]1[C:18]2[C:13](=[CH:14][CH:15]=[CH:16][CH:17]=2)[N:12](C(OC(C)(C)C)=O)[CH:11]=1)=[O:9].[CH3:26][O:27][C:28]1[CH:29]=[C:30]([CH:38]=[CH:39][CH:40]=1)[N:31]=[CH:32][C:33]1[CH:37]=[CH:36][S:35][CH:34]=1, predict the reaction product. The product is: [NH:12]1[C:13]2[C:18](=[CH:17][CH:16]=[CH:15][CH:14]=2)[C:10]([C:8](=[O:9])[CH:32]([NH:31][C:30]2[CH:38]=[CH:39][CH:40]=[C:28]([O:27][CH3:26])[CH:29]=2)[C:33]2[CH:37]=[CH:36][S:35][CH:34]=2)=[CH:11]1. (6) Given the reactants [C:1]([C:4]1[S:18][C:7]2[O:8][C:9]3[CH:17]=[CH:16][CH:15]=[CH:14][C:10]=3[NH:11][C:12](=[O:13])[C:6]=2[CH:5]=1)(=O)[CH3:2].[CH3:19]I.[Mg].Cl, predict the reaction product. The product is: [C:1]([C:4]1[S:18][C:7]2[O:8][C:9]3[CH:17]=[CH:16][CH:15]=[CH:14][C:10]=3[NH:11][C:12](=[O:13])[C:6]=2[CH:5]=1)([CH3:19])=[CH2:2]. (7) Given the reactants [CH3:1][O:2][C:3]1[CH:4]=[C:5]2[C:10](=[CH:11][CH:12]=1)[CH:9]=[C:8]([CH:13]=[O:14])[CH2:7][CH2:6]2.[OH-:15].[Na+], predict the reaction product. The product is: [CH3:1][O:2][C:3]1[CH:4]=[C:5]2[C:10](=[CH:11][CH:12]=1)[CH:9]=[C:8]([C:13]([OH:15])=[O:14])[CH2:7][CH2:6]2. (8) Given the reactants [CH3:1][N:2]([CH3:32])[CH2:3][CH2:4][O:5][C:6]1[CH:15]=[CH:14][CH:13]=[C:12]2[C:7]=1[C:8]([NH:16][C:17]1[CH:22]=[CH:21][C:20]([O:23][CH2:24][C:25]3[CH:30]=[CH:29][CH:28]=C[N:26]=3)=[C:19]([CH3:31])[CH:18]=1)=[N:9][CH:10]=[N:11]2.ClCC1C=C(C)[O:37]N=1, predict the reaction product. The product is: [CH3:1][N:2]([CH3:32])[CH2:3][CH2:4][O:5][C:6]1[CH:15]=[CH:14][CH:13]=[C:12]2[C:7]=1[C:8]([NH:16][C:17]1[CH:22]=[CH:21][C:20]([O:23][CH2:24][C:25]3[CH:30]=[C:29]([CH3:28])[O:37][N:26]=3)=[C:19]([CH3:31])[CH:18]=1)=[N:9][CH:10]=[N:11]2. (9) Given the reactants [CH3:1][C:2]1[C:6]([C:7]2[C:8]([C:15]3[CH:20]=[CH:19][C:18]([O:21]C)=[CH:17][CH:16]=3)=[N:9][N:10]([CH3:14])[C:11]=2[CH:12]=O)=[C:5]([CH3:23])ON=1.Cl.[NH2:25][OH:26].N1C=CC=C[CH:28]=1.[OH2:33], predict the reaction product. The product is: [CH3:1][C:2]1[O:33][CH:28]=[C:5]([CH3:23])[C:6]=1[C:7]1[C:8]([C:15]2[CH:20]=[CH:19][C:18]([OH:21])=[CH:17][CH:16]=2)=[N:9][N:10]([CH3:14])[C:11]=1[CH:12]=[N:25][OH:26]. (10) Given the reactants Br[C:2]1[N:7]=[C:6]([C:8]2[CH:13]=[CH:12][C:11]([CH:14]([CH3:16])[CH3:15])=[CH:10][CH:9]=2)[C:5]([N:17]2[CH2:22][CH2:21][N:20]([C:23]3[CH:28]=[CH:27][C:26]([CH3:29])=[CH:25][CH:24]=3)[CH2:19][CH2:18]2)=[CH:4][CH:3]=1.C([Li])CCC.CCCCCC.[CH3:41][C:42]([CH3:44])=[O:43], predict the reaction product. The product is: [CH3:16][CH:14]([C:11]1[CH:12]=[CH:13][C:8]([C:6]2[N:7]=[C:2]([C:42]([OH:43])([CH3:44])[CH3:41])[CH:3]=[CH:4][C:5]=2[N:17]2[CH2:18][CH2:19][N:20]([C:23]3[CH:24]=[CH:25][C:26]([CH3:29])=[CH:27][CH:28]=3)[CH2:21][CH2:22]2)=[CH:9][CH:10]=1)[CH3:15].